This data is from Reaction yield outcomes from USPTO patents with 853,638 reactions. The task is: Predict the reaction yield, written as a fraction of the theoretical maximum amount of product (1.0 means a 100% yield; for example, 0.34 means a 34% yield). (1) The reactants are C[O:2][C:3]([C:5]1[S:6][C:7]([C:27]2[CH:32]=[CH:31][CH:30]=[CH:29][CH:28]=2)=[CH:8][C:9]=1[N:10]([C:17]([CH:19]1[CH2:24][CH2:23][CH:22]([CH3:25])[CH2:21][CH:20]1[OH:26])=[O:18])[CH:11]1[CH2:16][CH2:15][O:14][CH2:13][CH2:12]1)=[O:4].O.[Li+].[OH-]. The catalyst is O1CCOCC1. The product is [OH:26][CH:20]1[CH2:21][CH:22]([CH3:25])[CH2:23][CH2:24][CH:19]1[C:17]([N:10]([CH:11]1[CH2:16][CH2:15][O:14][CH2:13][CH2:12]1)[C:9]1[CH:8]=[C:7]([C:27]2[CH:28]=[CH:29][CH:30]=[CH:31][CH:32]=2)[S:6][C:5]=1[C:3]([OH:4])=[O:2])=[O:18]. The yield is 0.520. (2) The reactants are [CH2:1]([O:8][C:9]1[CH:10]=[C:11]([CH:20]([OH:27])[C:21]2[CH:22]=[N:23][CH:24]=[CH:25][CH:26]=2)[CH:12]=[C:13]2[C:18]=1[N:17]=[CH:16][NH:15][C:14]2=[O:19])[C:2]1[CH:7]=[CH:6][CH:5]=[CH:4][CH:3]=1. The catalyst is ClCCl.[O-2].[Mn+4].[O-2]. The product is [CH2:1]([O:8][C:9]1[CH:10]=[C:11]([C:20](=[O:27])[C:21]2[CH:26]=[CH:25][CH:24]=[N:23][CH:22]=2)[CH:12]=[C:13]2[C:18]=1[N:17]=[CH:16][NH:15][C:14]2=[O:19])[C:2]1[CH:7]=[CH:6][CH:5]=[CH:4][CH:3]=1. The yield is 0.570. (3) The reactants are [Br:1][C:2]1[CH:3]=[C:4]2[C:10]([C:11](N(OC)C)=[O:12])=[N:9][N:8]([CH:17]3[CH2:22][CH2:21][CH2:20][CH2:19][O:18]3)[C:5]2=[N:6][CH:7]=1.[H-].[Al+3].[Li+].[H-].[H-].[H-]. The catalyst is C1COCC1. The product is [Br:1][C:2]1[CH:3]=[C:4]2[C:10]([CH:11]=[O:12])=[N:9][N:8]([CH:17]3[CH2:22][CH2:21][CH2:20][CH2:19][O:18]3)[C:5]2=[N:6][CH:7]=1. The yield is 0.910. (4) The reactants are [CH:1]([NH:4][C:5]([C:7]1[CH:12]=[CH:11][C:10](Br)=[CH:9][N:8]=1)=[O:6])([CH3:3])[CH3:2].C[Li].[Br-].[Li+].C([Li])(CC)C.CN([CH:26]=[O:27])C. The catalyst is C1COCC1. The product is [CH:1]([NH:4][C:5]([C:7]1[CH:12]=[CH:11][C:10]([CH:26]=[O:27])=[CH:9][N:8]=1)=[O:6])([CH3:3])[CH3:2]. The yield is 0.170. (5) The reactants are [CH2:1]([O:8][C:9]([NH:11][CH2:12][C:13](=[NH:16])OC)=[O:10])[C:2]1[CH:7]=[CH:6][CH:5]=[CH:4][CH:3]=1.[NH:17]1[C:21]2=[N:22][CH:23]=[CH:24][CH:25]=[C:20]2[C:19]([C:26]([NH:28][NH2:29])=O)=[CH:18]1. The catalyst is CO. The product is [NH:17]1[C:21]2=[N:22][CH:23]=[CH:24][CH:25]=[C:20]2[C:19]([C:26]2[N:16]=[C:13]([CH2:12][NH:11][C:9](=[O:10])[O:8][CH2:1][C:2]3[CH:7]=[CH:6][CH:5]=[CH:4][CH:3]=3)[NH:29][N:28]=2)=[CH:18]1. The yield is 0.190. (6) The reactants are [F:1][C:2]1[CH:3]=[C:4]([C:8]2([CH2:29][CH2:30][N:31]3[C@H:36]4[CH2:37][CH2:38][C@@H:32]3[CH2:33][CH:34]([N:39]3[C:43]5[CH:44]=[CH:45][CH:46]=[CH:47][C:42]=5[N:41]=[C:40]3[CH3:48])[CH2:35]4)[CH2:13][CH2:12][N:11]([C:14]([C:16]3([NH:21]C(=O)OC(C)(C)C)[CH2:20][CH2:19][CH2:18][CH2:17]3)=[O:15])[CH2:10][CH2:9]2)[CH:5]=[CH:6][CH:7]=1.Cl. No catalyst specified. The product is [F:1][C:2]1[CH:3]=[C:4]([C:8]2([CH2:29][CH2:30][N:31]3[C@H:32]4[CH2:38][CH2:37][C@@H:36]3[CH2:35][CH:34]([N:39]3[C:43]5[CH:44]=[CH:45][CH:46]=[CH:47][C:42]=5[N:41]=[C:40]3[CH3:48])[CH2:33]4)[CH2:13][CH2:12][N:11]([C:14]([C:16]3([NH2:21])[CH2:20][CH2:19][CH2:18][CH2:17]3)=[O:15])[CH2:10][CH2:9]2)[CH:5]=[CH:6][CH:7]=1. The yield is 0.990. (7) The reactants are [F:1][C:2]1[C:11]2[N:10]=[C:9]([CH3:12])[CH:8]=[CH:7][C:6]=2[C:5]([OH:13])=[CH:4][CH:3]=1.N1C=CC=CC=1.[F:20][C:21]([F:34])([F:33])[S:22](O[S:22]([C:21]([F:34])([F:33])[F:20])(=[O:24])=[O:23])(=[O:24])=[O:23].O. The catalyst is ClCCl. The product is [F:20][C:21]([F:34])([F:33])[S:22]([O:13][C:5]1[CH:4]=[CH:3][C:2]([F:1])=[C:11]2[C:6]=1[CH:7]=[CH:8][C:9]([CH3:12])=[N:10]2)(=[O:24])=[O:23]. The yield is 0.740.